From a dataset of Forward reaction prediction with 1.9M reactions from USPTO patents (1976-2016). Predict the product of the given reaction. (1) The product is: [NH2:41][C:38]1[N:39]=[CH:40][C:35]([C:2]2[N:11]=[C:10]([NH:12][CH2:13][CH:14]([C:21]3[CH:26]=[CH:25][CH:24]=[CH:23][CH:22]=3)[C:15]3[CH:20]=[CH:19][CH:18]=[CH:17][CH:16]=3)[C:9]3[C:4](=[CH:5][CH:6]=[CH:7][CH:8]=3)[N:3]=2)=[CH:36][N:37]=1. Given the reactants Cl[C:2]1[N:11]=[C:10]([NH:12][CH2:13][CH:14]([C:21]2[CH:26]=[CH:25][CH:24]=[CH:23][CH:22]=2)[C:15]2[CH:20]=[CH:19][CH:18]=[CH:17][CH:16]=2)[C:9]2[C:4](=[CH:5][CH:6]=[CH:7][CH:8]=2)[N:3]=1.CC1(C)C(C)(C)OB([C:35]2[CH:36]=[N:37][C:38]([NH2:41])=[N:39][CH:40]=2)O1.C(NC1C2C(=CC=CC=2)N=C(C2SC3C=CC=CC=3C=2)N=1)(C1C=CC=CC=1)C1C=CC=CC=1, predict the reaction product. (2) The product is: [CH2:34]([N:21]1[C:22](=[O:33])[C:23]2[NH:24][CH:16]=[N:17][C:18]=2[N:19]=[C:20]1[N:37]1[CH2:41][CH2:40][CH2:39][CH2:38]1)[CH2:35][CH3:36]. Given the reactants FC1C=CC(C#CCN2C=C([C:16]3[N:24](COCC[Si](C)(C)C)[C:23]4[C:22](=[O:33])[N:21]([CH2:34][CH2:35][CH3:36])[C:20]([N:37]5[CH2:41][CH2:40][CH2:39][CH2:38]5)=[N:19][C:18]=4[N:17]=3)C=N2)=CC=1.Cl, predict the reaction product. (3) Given the reactants [O:1]=[C:2]1[CH2:7][CH2:6][CH2:5][CH2:4][N:3]1[C:8]1[CH:13]=[CH:12][CH:11]=[CH:10][C:9]=1[CH2:14][CH2:15][N:16]1[CH2:20][CH2:19][CH:18]([CH2:21][C:22]([O:24]C)=[O:23])[CH2:17]1.[Li+].[OH-], predict the reaction product. The product is: [O:1]=[C:2]1[CH2:7][CH2:6][CH2:5][CH2:4][N:3]1[C:8]1[CH:13]=[CH:12][CH:11]=[CH:10][C:9]=1[CH2:14][CH2:15][N:16]1[CH2:20][CH2:19][CH:18]([CH2:21][C:22]([OH:24])=[O:23])[CH2:17]1. (4) Given the reactants [C:1]([O:5][C:6]([N:8]1[C:16]2[C:11](=[C:12]([O:17][CH2:18][O:19][CH3:20])[CH:13]=[CH:14][CH:15]=2)[CH:10]([CH2:21][OH:22])[CH2:9]1)=[O:7])([CH3:4])([CH3:3])[CH3:2].CCN(CC)CC.[CH3:30][S:31](Cl)(=[O:33])=[O:32], predict the reaction product. The product is: [C:1]([O:5][C:6]([N:8]1[C:16]2[C:11](=[C:12]([O:17][CH2:18][O:19][CH3:20])[CH:13]=[CH:14][CH:15]=2)[CH:10]([CH2:21][O:22][S:31]([CH3:30])(=[O:33])=[O:32])[CH2:9]1)=[O:7])([CH3:4])([CH3:3])[CH3:2]. (5) Given the reactants [Cl:1][C:2]1[CH:3]=[C:4]([C:12]2[O:16][N:15]=[C:14]([C:17]3[CH:18]=[CH:19][CH:20]=[C:21]4[C:25]=3[N:24]([CH3:26])[CH:23]=[C:22]4[CH2:27][CH:28]=O)[N:13]=2)[CH:5]=[CH:6][C:7]=1[O:8][CH:9]([CH3:11])[CH3:10].[NH2:30][CH2:31][CH2:32][C:33]([O:35][CH2:36][CH3:37])=[O:34].C(O)(=O)C.C(O[BH-](OC(=O)C)OC(=O)C)(=O)C.[Na+], predict the reaction product. The product is: [Cl:1][C:2]1[CH:3]=[C:4]([C:12]2[O:16][N:15]=[C:14]([C:17]3[CH:18]=[CH:19][CH:20]=[C:21]4[C:25]=3[N:24]([CH3:26])[CH:23]=[C:22]4[CH2:27][CH2:28][NH:30][CH2:31][CH2:32][C:33]([O:35][CH2:36][CH3:37])=[O:34])[N:13]=2)[CH:5]=[CH:6][C:7]=1[O:8][CH:9]([CH3:10])[CH3:11]. (6) Given the reactants [CH:1]([C:3]1[CH:4]=[CH:5][C:6]2[N:7]([C:9]([CH2:12][NH:13][C:14](=[O:20])[O:15][C:16]([CH3:19])([CH3:18])[CH3:17])=[N:10][N:11]=2)[N:8]=1)=O.Cl.[NH2:22][OH:23].[OH-].[Na+], predict the reaction product. The product is: [OH:23]/[N:22]=[CH:1]/[C:3]1[CH:4]=[CH:5][C:6]2[N:7]([C:9]([CH2:12][NH:13][C:14](=[O:20])[O:15][C:16]([CH3:19])([CH3:18])[CH3:17])=[N:10][N:11]=2)[N:8]=1. (7) Given the reactants [NH2:1]/[C:2](=[N:8]/[OH:9])/[C:3]([O:5][CH2:6][CH3:7])=[O:4].C(Cl)Cl.[CH3:13][C:14]1[CH:15]=[C:16]([CH:20]=[CH:21][CH:22]=1)[C:17](Cl)=[O:18], predict the reaction product. The product is: [NH2:1]/[C:2](=[N:8]/[O:9][C:17](=[O:18])[C:16]1[CH:20]=[CH:21][CH:22]=[C:14]([CH3:13])[CH:15]=1)/[C:3]([O:5][CH2:6][CH3:7])=[O:4]. (8) Given the reactants [H-].[Na+].[CH2:3]([N:10]1[CH2:15][CH2:14][CH2:13][N:12]2[C:16](=[O:21])[N:17]=[C:18](Cl)[CH:19]=[C:11]12)[C:4]1[CH:9]=[CH:8][CH:7]=[CH:6][CH:5]=1.[F:22][C:23]1[CH:24]=[C:25]([CH2:30][OH:31])[CH:26]=[CH:27][C:28]=1[F:29], predict the reaction product. The product is: [CH2:3]([N:10]1[CH2:15][CH2:14][CH2:13][N:12]2[C:16](=[O:21])[N:17]=[C:18]([O:31][CH2:30][C:25]3[CH:26]=[CH:27][C:28]([F:29])=[C:23]([F:22])[CH:24]=3)[CH:19]=[C:11]12)[C:4]1[CH:9]=[CH:8][CH:7]=[CH:6][CH:5]=1.